Dataset: Full USPTO retrosynthesis dataset with 1.9M reactions from patents (1976-2016). Task: Predict the reactants needed to synthesize the given product. (1) Given the product [CH:32]1([CH2:31][O:30][C:22]2[CH:23]=[CH:24][C:25]([CH:27]([F:29])[F:28])=[CH:26][C:21]=2[C:20]2[C:15]3[NH:14][C:13]([CH3:35])=[C:12]([C:10]([NH:9][C@H:6]4[CH2:7][CH2:8][C@H:3]([NH:2][C:40](=[O:41])[CH2:39][O:38][CH3:37])[C@@H:4]([CH3:36])[CH2:5]4)=[O:11])[C:16]=3[N:17]=[CH:18][N:19]=2)[CH2:34][CH2:33]1, predict the reactants needed to synthesize it. The reactants are: Cl.[NH2:2][C@H:3]1[CH2:8][CH2:7][C@H:6]([NH:9][C:10]([C:12]2[C:16]3[N:17]=[CH:18][N:19]=[C:20]([C:21]4[CH:26]=[C:25]([CH:27]([F:29])[F:28])[CH:24]=[CH:23][C:22]=4[O:30][CH2:31][CH:32]4[CH2:34][CH2:33]4)[C:15]=3[NH:14][C:13]=2[CH3:35])=[O:11])[CH2:5][C@@H:4]1[CH3:36].[CH3:37][O:38][CH2:39][C:40](Cl)=[O:41]. (2) Given the product [C:1]([O:5][C:6](=[O:7])[NH:8][C:16]1[N:20]([C:21]2[CH:26]=[CH:25][CH:24]=[C:23]([N:32]3[CH2:37][CH2:36][O:35][CH2:34][CH2:33]3)[CH:22]=2)[N:19]=[C:18]([C:28]([CH3:31])([CH3:30])[CH3:29])[CH:17]=1)([CH3:3])([CH3:2])[CH3:4], predict the reactants needed to synthesize it. The reactants are: [C:1]([O:5][C:6]([N:8]([C:16]1[N:20]([C:21]2[CH:26]=[CH:25][CH:24]=[C:23](Br)[CH:22]=2)[N:19]=[C:18]([C:28]([CH3:31])([CH3:30])[CH3:29])[CH:17]=1)C(OC(C)(C)C)=O)=[O:7])([CH3:4])([CH3:3])[CH3:2].[NH:32]1[CH2:37][CH2:36][O:35][CH2:34][CH2:33]1.CC(C)([O-])C.[K+].C1(P(C2CCCCC2)C2C=CC=CC=2C2C(C(C)C)=CC(C(C)C)=CC=2C(C)C)CCCCC1. (3) Given the product [NH2:1][C:2]1[CH:3]=[C:4]([N:19]2[C@H:18]([CH3:17])[CH2:22][O:21][C:20]2=[O:23])[CH:5]=[CH:6][CH:7]=1, predict the reactants needed to synthesize it. The reactants are: [NH2:1][CH:2]1[CH2:7][CH2:6][CH2:5][CH2:4][CH:3]1N.IC1C=C(C=CC=1)N.[CH3:17][C@@H:18]1[CH2:22][O:21][C:20](=[O:23])[NH:19]1.C(=O)([O-])[O-].[Cs+].[Cs+]. (4) Given the product [C:26]([C:7]1[N:6]=[C:5]2[C:10]([CH:11]=[C:12]([C:13]([O:15][CH2:16][CH3:17])=[O:14])[C:3]([C:2]([F:1])([F:18])[F:19])=[N:4]2)=[CH:9][CH:8]=1)(=[O:27])[CH3:25], predict the reactants needed to synthesize it. The reactants are: [F:1][C:2]([F:19])([F:18])[C:3]1[C:12]([C:13]([O:15][CH2:16][CH3:17])=[O:14])=[CH:11][C:10]2[C:5](=[N:6][CH:7]=[CH:8][CH:9]=2)[N:4]=1.S(=O)(=O)(O)O.[C:25](O)(=O)[C:26](C)=[O:27].S(OOS([O-])(=O)=O)([O-])(=O)=O.[NH4+].[NH4+]. (5) Given the product [CH:20]([C:7]1[CH:16]=[C:15]2[C:10]([C:11](=[O:17])[CH2:12][CH2:13][O:14]2)=[CH:9][CH:8]=1)=[CH2:21], predict the reactants needed to synthesize it. The reactants are: FC(F)(F)S(O[C:7]1[CH:16]=[C:15]2[C:10]([C:11](=[O:17])[CH2:12][CH2:13][O:14]2)=[CH:9][CH:8]=1)(=O)=O.[CH2:20]([Sn](CCCC)(CCCC)C=C)[CH2:21]CC.[Cl-].[Li+]. (6) Given the product [NH2:14][C:8]1[CH:7]=[C:6]2[C:11]([CH:12]=[CH:13][C:4]([N+:1]([O-:3])=[O:2])=[CH:5]2)=[CH:10][CH:9]=1, predict the reactants needed to synthesize it. The reactants are: [N+:1]([C:4]1[CH:13]=[CH:12][C:11]2[C:6](=[CH:7][C:8]([N+:14]([O-])=O)=[CH:9][CH:10]=2)[CH:5]=1)([O-:3])=[O:2].CN(C=O)C. (7) Given the product [NH2:12][C:3]1[C:2]([Cl:1])=[CH:11][CH:10]=[CH:9][C:4]=1[C:5]([O:7][CH3:8])=[O:6], predict the reactants needed to synthesize it. The reactants are: [Cl:1][C:2]1[C:3]([N+:12]([O-])=O)=[C:4]([CH:9]=[CH:10][CH:11]=1)[C:5]([O:7][CH3:8])=[O:6].